Dataset: Forward reaction prediction with 1.9M reactions from USPTO patents (1976-2016). Task: Predict the product of the given reaction. (1) Given the reactants [CH3:1][C:2]1([CH3:12])[N:7]([O])[C:6]([CH3:10])([CH3:9])[CH2:5][CH:4]([OH:11])[CH2:3]1.[H][H].[CH:15]([N:18]=[C:19]=[N:20][CH:21]([CH3:23])[CH3:22])([CH3:17])[CH3:16].C1C[O:27]CC1, predict the reaction product. The product is: [OH:11][CH:4]1[CH2:3][C:2]([CH3:12])([CH3:1])[N:7]([O:27][C:19](=[N:20][CH:21]([CH3:23])[CH3:22])[NH:18][CH:15]([CH3:17])[CH3:16])[C:6]([CH3:10])([CH3:9])[CH2:5]1. (2) Given the reactants [CH3:1][S:2]([C:5]1[C:6]([O:18][C:19]2[CH:24]=[CH:23][C:22]([S:25]([CH3:28])(=[O:27])=[O:26])=[C:21]([S:29]([F:34])([F:33])([F:32])([F:31])[F:30])[CH:20]=2)=[CH:7][C:8]([CH3:17])=[C:9]([CH:16]=1)[C:10]([NH:12][C:13]([NH2:15])=[NH:14])=[O:11])(=[O:4])=[O:3].[ClH:35], predict the reaction product. The product is: [ClH:35].[CH3:1][S:2]([C:5]1[C:6]([O:18][C:19]2[CH:24]=[CH:23][C:22]([S:25]([CH3:28])(=[O:27])=[O:26])=[C:21]([S:29]([F:32])([F:34])([F:33])([F:30])[F:31])[CH:20]=2)=[CH:7][C:8]([CH3:17])=[C:9]([CH:16]=1)[C:10]([NH:12][C:13]([NH2:15])=[NH:14])=[O:11])(=[O:3])=[O:4].